This data is from Forward reaction prediction with 1.9M reactions from USPTO patents (1976-2016). The task is: Predict the product of the given reaction. Given the reactants [NH2:1][C:2]1[CH:7]=[N:6][CH:5]=[CH:4][N:3]=1.C([Mg]Cl)(C)C.[F:13][C@H:14]1[CH2:18][N:17]([C:19]([O:21][C:22]([CH3:25])([CH3:24])[CH3:23])=[O:20])[C@H:16]([C:26](OC)=[O:27])[CH2:15]1, predict the reaction product. The product is: [F:13][C@H:14]1[CH2:18][N:17]([C:19]([O:21][C:22]([CH3:23])([CH3:24])[CH3:25])=[O:20])[C@H:16]([C:26](=[O:27])[NH:1][C:2]2[CH:7]=[N:6][CH:5]=[CH:4][N:3]=2)[CH2:15]1.